This data is from Forward reaction prediction with 1.9M reactions from USPTO patents (1976-2016). The task is: Predict the product of the given reaction. Given the reactants Br[C:2]1[CH:3]=[C:4]2[C:8](=[C:9]([Cl:11])[CH:10]=1)[C:7](=[O:12])[N:6]([CH2:13][C:14]1[CH:19]=[CH:18][C:17]([Cl:20])=[CH:16][CH:15]=1)[CH2:5]2.C([Sn](CCCC)(CCCC)[C:26]1[N:27]=[CH:28][N:29](C(C2C=CC=CC=2)(C2C=CC=CC=2)C2C=CC=CC=2)[CH:30]=1)CCC, predict the reaction product. The product is: [Cl:11][C:9]1[CH:10]=[C:2]([C:26]2[N:27]=[CH:28][NH:29][CH:30]=2)[CH:3]=[C:4]2[C:8]=1[C:7](=[O:12])[N:6]([CH2:13][C:14]1[CH:19]=[CH:18][C:17]([Cl:20])=[CH:16][CH:15]=1)[CH2:5]2.